Task: Predict the product of the given reaction.. Dataset: Forward reaction prediction with 1.9M reactions from USPTO patents (1976-2016) (1) Given the reactants [Cl:1][C:2]1[CH:7]=[C:6](B2OC(C)(C)C(C)(C)O2)[CH:5]=[CH:4][C:3]=1[CH2:17][C:18]([O:20][CH3:21])=[O:19].Br[C:23]1[C:28]([CH3:29])=[CH:27][CH:26]=[CH:25][N:24]=1, predict the reaction product. The product is: [Cl:1][C:2]1[CH:7]=[C:6]([C:23]2[C:28]([CH3:29])=[CH:27][CH:26]=[CH:25][N:24]=2)[CH:5]=[CH:4][C:3]=1[CH2:17][C:18]([O:20][CH3:21])=[O:19]. (2) Given the reactants [Cl:1][C:2]1[CH:3]=[C:4]2[C:9](=[CH:10][CH:11]=1)[N:8]=[C:7]([O:12][CH3:13])[C:6]([NH:14][C:15](=[O:19])OCC)=[N:5]2.[F:20][C:21]1[CH:26]=[CH:25][C:24]([N:27]2[CH2:32][CH2:31][NH:30][CH2:29][CH2:28]2)=[CH:23][CH:22]=1, predict the reaction product. The product is: [Cl:1][C:2]1[CH:3]=[C:4]2[C:9](=[CH:10][CH:11]=1)[N:8]=[C:7]([O:12][CH3:13])[C:6]([NH:14][C:15]([N:30]1[CH2:29][CH2:28][N:27]([C:24]3[CH:23]=[CH:22][C:21]([F:20])=[CH:26][CH:25]=3)[CH2:32][CH2:31]1)=[O:19])=[N:5]2. (3) Given the reactants [N-:1]=[C:2]=[S:3].[Na+].N1C=CC=CC=1.[CH3:11][C:12]1([CH3:27])[O:16][C@@H:15]([C:17](Cl)=[N:18]OS(C)(=O)=O)[C:14]([CH3:26])([CH3:25])[O:13]1.[CH2:28]([N:30]1[C:34]([O:35][C:36]2[C:37]([NH2:49])=[N:38][CH:39]=[C:40]([S:42][C:43]3[CH:48]=[CH:47][CH:46]=[CH:45][N:44]=3)[CH:41]=2)=[CH:33][CH:32]=[N:31]1)[CH3:29], predict the reaction product. The product is: [CH2:28]([N:30]1[C:34]([O:35][C:36]2[C:37]([NH:49][C:2]3[S:3][N:18]=[C:17]([C@H:15]4[C:14]([CH3:25])([CH3:26])[O:13][C:12]([CH3:11])([CH3:27])[O:16]4)[N:1]=3)=[N:38][CH:39]=[C:40]([S:42][C:43]3[CH:48]=[CH:47][CH:46]=[CH:45][N:44]=3)[CH:41]=2)=[CH:33][CH:32]=[N:31]1)[CH3:29]. (4) Given the reactants [CH2:1]([O:3][C:4]([C:6]1[S:10][C:9]([NH2:11])=[N:8][C:7]=1[C:12]([F:15])([F:14])[F:13])=[O:5])[CH3:2].[CH3:16][C:17]([O:20][C:21](O[C:21]([O:20][C:17]([CH3:19])([CH3:18])[CH3:16])=[O:22])=[O:22])([CH3:19])[CH3:18], predict the reaction product. The product is: [CH2:1]([O:3][C:4]([C:6]1[S:10][C:9]([NH:11][C:21]([O:20][C:17]([CH3:19])([CH3:18])[CH3:16])=[O:22])=[N:8][C:7]=1[C:12]([F:14])([F:15])[F:13])=[O:5])[CH3:2]. (5) Given the reactants [CH3:1][N:2]([CH3:19])[C:3]1([C:12]2[CH:17]=[CH:16][CH:15]=[C:14]([F:18])[CH:13]=2)[CH2:8][CH2:7][C:6]([CH3:11])([CH:9]=O)[CH2:5][CH2:4]1.Cl.[NH2:21][OH:22], predict the reaction product. The product is: [CH3:1][N:2]([CH3:19])[C:3]1([C:12]2[CH:17]=[CH:16][CH:15]=[C:14]([F:18])[CH:13]=2)[CH2:8][CH2:7][C:6]([CH3:11])([CH:9]=[N:21][OH:22])[CH2:5][CH2:4]1. (6) Given the reactants [F:1][C:2]1[C:3]([OH:12])=[C:4]([CH:9]=[CH:10][CH:11]=1)[C:5]([O:7][CH3:8])=[O:6].Cl[C:14]([F:19])([F:18])C(O)=O.C(=O)([O-])[O-].[K+].[K+], predict the reaction product. The product is: [F:18][CH:14]([F:19])[O:12][C:3]1[C:2]([F:1])=[CH:11][CH:10]=[CH:9][C:4]=1[C:5]([O:7][CH3:8])=[O:6]. (7) Given the reactants Br[C:2]1[CH:7]=[CH:6][C:5]([C:8]2[C:16]3[C:15]([OH:17])=[C:14]([C:18]#[N:19])[C:13](=[O:20])[NH:12][C:11]=3[S:10][CH:9]=2)=[CH:4][CH:3]=1.[CH2:21]([OH:25])[CH2:22][C:23]#[CH:24].C1(P(C2C=CC=CC=2)C2C=CC=CC=2)C=CC=CC=1.C(NCC)C, predict the reaction product. The product is: [OH:17][C:15]1[C:16]2[C:8]([C:5]3[CH:6]=[CH:7][C:2]([C:24]#[C:23][CH2:22][CH2:21][OH:25])=[CH:3][CH:4]=3)=[CH:9][S:10][C:11]=2[NH:12][C:13](=[O:20])[C:14]=1[C:18]#[N:19]. (8) Given the reactants [Cl:1][C:2]1[CH:7]=[CH:6][C:5]([C:8]2[C:14]3[CH:15]=[CH:16][CH:17]=[CH:18][C:13]=3[N:12]3[C:19]([CH3:22])=[N:20][N:21]=[C:11]3[CH:10]([CH2:23][C:24](O)=[O:25])[CH:9]=2)=[CH:4][CH:3]=1.CN(C(ON1N=NC2C=CC=NC1=2)=[N+](C)C)C.F[P-](F)(F)(F)(F)F.[C:51]([NH:54][NH2:55])(=[O:53])[CH3:52].C(=O)(O)[O-].[Na+], predict the reaction product. The product is: [C:51]([NH:54][NH:55][C:24](=[O:25])[CH2:23][C@@H:10]1[CH:9]=[C:8]([C:5]2[CH:6]=[CH:7][C:2]([Cl:1])=[CH:3][CH:4]=2)[C:14]2[CH:15]=[CH:16][CH:17]=[CH:18][C:13]=2[N:12]2[C:19]([CH3:22])=[N:20][N:21]=[C:11]12)(=[O:53])[CH3:52]. (9) Given the reactants [N+:1](=[C:3]1[C:7]([C:8]2[CH:13]=[CH:12][CH:11]=[CH:10][C:9]=2[F:14])=[N:6][N:5]([C:15]2[CH:20]=[CH:19][CH:18]=[CH:17][C:16]=2[F:21])[C:4]1=[O:22])=[N-:2].C1(P(C2C=CC=CC=2)C2C=CC=CC=2)C=CC=CC=1.CO.C(=O)(O)[O-].[Na+], predict the reaction product. The product is: [F:21][C:16]1[CH:17]=[CH:18][CH:19]=[CH:20][C:15]=1[N:5]1[C:4](=[O:22])[C:3](=[N:1][NH2:2])[C:7]([C:8]2[CH:13]=[CH:12][CH:11]=[CH:10][C:9]=2[F:14])=[N:6]1.